From a dataset of Forward reaction prediction with 1.9M reactions from USPTO patents (1976-2016). Predict the product of the given reaction. (1) Given the reactants [CH3:1][O:2][C:3]1[CH:4]=[C:5]2[C:10](=[CH:11][C:12]=1[O:13][CH3:14])[N:9]=[CH:8][CH:7]=[C:6]2[O:15][C:16]1[CH:25]=[CH:24][C:23]2[C:18](=[CH:19][CH:20]=[C:21](Br)[CH:22]=2)[C:17]=1[F:27].P(C(C)(C)C)(C(C)(C)C)C(C)(C)C.[Li+].C[Si]([N-:46][Si](C)(C)C)(C)C.[ClH:51], predict the reaction product. The product is: [CH3:1][O:2][C:3]1[CH:4]=[C:5]2[C:10](=[CH:11][C:12]=1[O:13][CH3:14])[N:9]=[CH:8][CH:7]=[C:6]2[O:15][C:16]1[C:17]([F:27])=[C:18]2[C:23](=[CH:24][CH:25]=1)[CH:22]=[C:21]([NH2:46])[CH:20]=[CH:19]2.[ClH:51]. (2) The product is: [CH3:2][C:3]1([CH3:21])[C:7]([CH3:8])([CH3:9])[O:6][B:5]([C:10]2[CH:11]=[N:12][N:13]([CH:15]3[CH2:20][CH2:19][N:18]([CH:31]=[O:32])[CH2:17][CH2:16]3)[CH:14]=2)[O:4]1. Given the reactants Cl.[CH3:2][C:3]1([CH3:21])[C:7]([CH3:9])([CH3:8])[O:6][B:5]([C:10]2[CH:11]=[N:12][N:13]([CH:15]3[CH2:20][CH2:19][NH:18][CH2:17][CH2:16]3)[CH:14]=2)[O:4]1.CCN(C(C)C)C(C)C.[CH:31](O)=[O:32], predict the reaction product. (3) Given the reactants Cl.[Na].O.Cl[CH2:5][CH2:6][O:7][CH2:8][CH2:9][O:10][CH2:11][C:12]([F:15])([F:14])[F:13].[SH:16][C:17]1[CH:22]=[CH:21][N+:20]([O-:23])=[CH:19][C:18]=1[CH3:24], predict the reaction product. The product is: [F:13][C:12]([F:15])([F:14])[CH2:11][O:10][CH2:9][CH2:8][O:7][CH2:6][CH2:5][S:16][C:17]1[CH:22]=[CH:21][N+:20]([O-:23])=[CH:19][C:18]=1[CH3:24]. (4) Given the reactants [Cl:1][C:2]1[CH:3]=[C:4]([C:8]#[C:9][CH:10]([N:13]2[CH2:18][CH2:17][NH:16][CH2:15][CH2:14]2)[CH2:11][CH3:12])[CH:5]=[CH:6][CH:7]=1.C(N(CC)CC)C.Cl[C:27]([O:29][CH3:30])=[O:28], predict the reaction product. The product is: [CH3:30][O:29][C:27]([N:16]1[CH2:15][CH2:14][N:13]([CH:10]([CH2:11][CH3:12])[C:9]#[C:8][C:4]2[CH:5]=[CH:6][CH:7]=[C:2]([Cl:1])[CH:3]=2)[CH2:18][CH2:17]1)=[O:28]. (5) Given the reactants [Br:1][C:2]1[CH:7]=[CH:6][C:5]([Br:8])=[CH:4][C:3]=1[S:9]([NH:12][C@@H:13]1[CH2:17][CH2:16][N:15]([C:18](OC(C)(C)C)=O)[CH2:14]1)(=[O:11])=[O:10].C([O-])([O-])=O.[K+].[K+].[CH2:31](Br)[C:32]1[CH:37]=[CH:36][CH:35]=[CH:34][CH:33]=1.C1C=CC(P(C2C=CC=CC=2)C2C=CC=CC=2)=CC=1.CC[N:60](C(C)C)C(C)C.BrC#N.C(O)C(N)(CO)CO, predict the reaction product. The product is: [Br:1][C:2]1[CH:7]=[CH:6][C:5]([Br:8])=[CH:4][C:3]=1[S:9]([N:12]([C@@H:13]1[CH2:17][CH2:16][N:15]([C:18]#[N:60])[CH2:14]1)[CH2:31][C:32]1[CH:37]=[CH:36][CH:35]=[CH:34][CH:33]=1)(=[O:10])=[O:11]. (6) Given the reactants [F-].C([N+](CCCC)(CCCC)CCCC)CCC.[CH3:19][O:20][C:21](=[O:60])[CH2:22][C:23]1[CH:24]=[N:25][CH:26]=[C:27]([C:29]2[CH:34]=[CH:33][C:32]([C:35]([CH2:57][CH3:58])([C:38]3[CH:43]=[CH:42][C:41]([C:44]#[C:45][C:46]([CH2:54][CH3:55])([O:49][Si](C)(C)C)[CH2:47][CH3:48])=[C:40]([CH3:56])[CH:39]=3)[CH2:36][CH3:37])=[CH:31][C:30]=2[CH3:59])[CH:28]=1, predict the reaction product. The product is: [CH3:19][O:20][C:21](=[O:60])[CH2:22][C:23]1[CH:24]=[N:25][CH:26]=[C:27]([C:29]2[CH:34]=[CH:33][C:32]([C:35]([CH2:36][CH3:37])([C:38]3[CH:43]=[CH:42][C:41]([C:44]#[C:45][C:46]([CH2:54][CH3:55])([OH:49])[CH2:47][CH3:48])=[C:40]([CH3:56])[CH:39]=3)[CH2:57][CH3:58])=[CH:31][C:30]=2[CH3:59])[CH:28]=1.